From a dataset of HIV replication inhibition screening data with 41,000+ compounds from the AIDS Antiviral Screen. Binary Classification. Given a drug SMILES string, predict its activity (active/inactive) in a high-throughput screening assay against a specified biological target. (1) The drug is CC1CCC2C(C)C(O)OC3OC4(C)CCC1C32O4. The result is 0 (inactive). (2) The compound is O=[N+]([O-])C(=Cc1ccccc1)C(=Cc1ccccc1)[N+](=O)[O-]. The result is 0 (inactive). (3) The compound is COc1ccc2c3c1OC1(C)C4(OC)C=CC5(CC4C(C)(C)O)C(C2)N(C)CCC351. The result is 0 (inactive). (4) The compound is CCOC(=O)c1c[nH]c2cc3c(cc2c1=O)CCS3(=O)=O.CCOC(=O)c1c[nH]c2ccc3c(c2c1=O)S(=O)(=O)CC3. The result is 0 (inactive). (5) The compound is CCc1c(-c2coc(CCC(C)=Cc3ccccc3)n2)oc(OC)c(C)c1=O. The result is 0 (inactive). (6) The compound is CCCCn1cc[n+](-c2nc3ccccc3n2C)c1.[I-]. The result is 0 (inactive).